This data is from Full USPTO retrosynthesis dataset with 1.9M reactions from patents (1976-2016). The task is: Predict the reactants needed to synthesize the given product. (1) Given the product [Cl:29][CH2:30][CH2:31][O:18][C:13]1[C:14]([O:16][CH3:17])=[CH:15][C:7]2[C:6]3[C:11](=[C:2]([NH2:1])[N:3]=[C:4]([N:19]4[CH:23]=[CH:22][N:21]=[CH:20]4)[CH:5]=3)[CH:10]=[N:9][C:8]=2[CH:12]=1, predict the reactants needed to synthesize it. The reactants are: [NH2:1][C:2]1[N:3]=[C:4]([N:19]2[CH:23]=[CH:22][N:21]=[CH:20]2)[CH:5]=[C:6]2[C:11]=1[CH:10]=[N:9][C:8]1[CH:12]=[C:13]([OH:18])[C:14]([O:16][CH3:17])=[CH:15][C:7]2=1.CN(C=O)C.[Cl:29][CH2:30][CH2:31]OS(C1C=CC(C)=CC=1)(=O)=O. (2) Given the product [Cl:1][C:2]1[CH:7]=[C:6]([Cl:8])[CH:5]=[CH:4][C:3]=1[C@H:9]1[C:14]([C:15]([O:17][C@H:18]([CH3:25])[C:19]([O:21][CH:22]([CH3:24])[CH3:23])=[O:20])=[O:16])=[C:13]([CH2:26][Br:39])[NH:12][C:11]([C:27]2[S:28][CH:29]=[CH:30][N:31]=2)=[N:10]1, predict the reactants needed to synthesize it. The reactants are: [Cl:1][C:2]1[CH:7]=[C:6]([Cl:8])[CH:5]=[CH:4][C:3]=1[C@H:9]1[C:14]([C:15]([O:17][C@H:18]([CH3:25])[C:19]([O:21][CH:22]([CH3:24])[CH3:23])=[O:20])=[O:16])=[C:13]([CH3:26])[NH:12][C:11]([C:27]2[S:28][CH:29]=[CH:30][N:31]=2)=[N:10]1.C1C(=O)N([Br:39])C(=O)C1.